From a dataset of Reaction yield outcomes from USPTO patents with 853,638 reactions. Predict the reaction yield, written as a fraction of the theoretical maximum amount of product (1.0 means a 100% yield; for example, 0.34 means a 34% yield). (1) The reactants are [ClH:1].C(OC([N:9]1[CH2:14][CH2:13][C:12]([N:20]([CH3:22])[CH3:21])([C:15]2[S:16][CH:17]=[CH:18][CH:19]=2)[CH2:11][CH2:10]1)=O)(C)(C)C.CCOC(C)=O.CCCCCC. The catalyst is C(Cl)(Cl)Cl. The product is [ClH:1].[ClH:1].[CH3:21][N:20]([CH3:22])[C:12]1([C:15]2[S:16][CH:17]=[CH:18][CH:19]=2)[CH2:13][CH2:14][NH:9][CH2:10][CH2:11]1. The yield is 0.980. (2) The reactants are [F:1][C:2]1[CH:7]=[CH:6][CH:5]=[CH:4][C:3]=1Br.C([Li])CCC.[B:14](OC(C)C)([O:19]C(C)C)[O:15]C(C)C. The catalyst is O1CCCC1. The product is [F:1][C:2]1[CH:7]=[CH:6][CH:5]=[CH:4][C:3]=1[B:14]([OH:19])[OH:15]. The yield is 0.630.